Dataset: hERG channel blocking data for cardiac toxicity assessment. Task: Regression/Classification. Given a drug SMILES string, predict its toxicity properties. Task type varies by dataset: regression for continuous values (e.g., LD50, hERG inhibition percentage) or binary classification for toxic/non-toxic outcomes (e.g., AMES mutagenicity, cardiotoxicity, hepatotoxicity). Dataset: herg. (1) The result is 1 (blocker). The drug is C[NH+]1CCC[C@H](c2c(-c3ccccc3)[nH]c3ccccc23)C1. (2) The compound is C[C@@H]1O[C@@H](O[C@@H]2C[C@@H](O)[C@]3(CO)[C@H]4[C@@H](O)C[C@]5(C)[C@H](C6=CC(=O)OC6)CC[C@]5(O)[C@@H]4CC[C@@]3(O)C2)[C@H](O)[C@H](O)[C@H]1O. The result is 1 (blocker). (3) The drug is NCC[C@H](Oc1ccc(C(F)(F)F)cc1)c1ccccc1. The result is 1 (blocker).